Dataset: Full USPTO retrosynthesis dataset with 1.9M reactions from patents (1976-2016). Task: Predict the reactants needed to synthesize the given product. (1) Given the product [Cl:1][C:2]1[CH:7]=[C:6]2[NH:8][C:9](=[O:32])[C:10]3([CH:15]([C:16]4[CH:21]=[CH:20][CH:19]=[C:18]([Cl:22])[CH:17]=4)[CH2:14][CH2:13][NH:12][CH:11]3[C:24]3[CH:29]=[CH:28][CH:27]=[C:26]([C:30]#[N:31])[CH:25]=3)[C:5]2=[CH:4][CH:3]=1, predict the reactants needed to synthesize it. The reactants are: [Cl:1][C:2]1[CH:7]=[C:6]2[NH:8][C:9](=[O:32])[C:10]3([CH:15]([C:16]4[CH:21]=[CH:20][CH:19]=[C:18]([Cl:22])[CH:17]=4)[CH2:14][C:13](=O)[NH:12][CH:11]3[C:24]3[CH:29]=[CH:28][CH:27]=[C:26]([C:30]#[N:31])[CH:25]=3)[C:5]2=[CH:4][CH:3]=1.[BH4-].[Na+]. (2) Given the product [Cl:17][C:18]1[C:19]([C:30]([F:32])([F:31])[F:33])=[N:20][N:21]([C:24]([CH3:29])([CH3:28])[C:25]([NH:16][C:11]2[CH:10]=[N:9][N:8]([C:5]3[CH:4]=[CH:3][C:2]([F:1])=[CH:7][CH:6]=3)[C:12]=2[CH:13]([CH3:14])[CH3:15])=[O:26])[C:22]=1[CH3:23], predict the reactants needed to synthesize it. The reactants are: [F:1][C:2]1[CH:7]=[CH:6][C:5]([N:8]2[C:12]([CH:13]([CH3:15])[CH3:14])=[C:11]([NH2:16])[CH:10]=[N:9]2)=[CH:4][CH:3]=1.[Cl:17][C:18]1[C:19]([C:30]([F:33])([F:32])[F:31])=[N:20][N:21]([C:24]([CH3:29])([CH3:28])[C:25](O)=[O:26])[C:22]=1[CH3:23].C(N(C(C)C)CC)(C)C.CN(C(ON1N=NC2C=CC=NC1=2)=[N+](C)C)C.F[P-](F)(F)(F)(F)F. (3) Given the product [CH2:1]([NH:8][C:9]1[N:14]2[N:15]=[CH:16][C:17]([C:18]([O:20][CH2:21][CH3:22])=[O:19])=[C:13]2[N:12]=[CH:11][C:10]=1[C:23]([OH:25])=[O:24])[C:2]1[CH:3]=[CH:4][CH:5]=[CH:6][CH:7]=1, predict the reactants needed to synthesize it. The reactants are: [CH2:1]([NH:8][C:9]1[N:14]2[N:15]=[CH:16][C:17]([C:18]([O:20][CH2:21][CH3:22])=[O:19])=[C:13]2[N:12]=[CH:11][C:10]=1[C:23]([O:25]C)=[O:24])[C:2]1[CH:7]=[CH:6][CH:5]=[CH:4][CH:3]=1.[I-].[Li+].Cl. (4) The reactants are: [Br:1][C:2]1[CH:3]=[C:4]([CH:8]=O)[CH:5]=[N:6][CH:7]=1.[NH:10]1[CH2:15][CH2:14][O:13][CH2:12][CH2:11]1. Given the product [Br:1][C:2]1[CH:3]=[C:4]([CH2:8][N:10]2[CH2:15][CH2:14][O:13][CH2:12][CH2:11]2)[CH:5]=[N:6][CH:7]=1, predict the reactants needed to synthesize it. (5) Given the product [Cl:1][C:2]1[CH:3]=[C:4]([C:12]2[O:16][N:15]=[C:14]([C:17]3[C:18]([CH3:34])=[C:19]4[C:24](=[CH:25][CH:26]=3)[CH2:23][NH:22][CH2:21][CH2:20]4)[N:13]=2)[CH:5]=[N:6][C:7]=1[O:8][CH:9]([CH3:10])[CH3:11], predict the reactants needed to synthesize it. The reactants are: [Cl:1][C:2]1[CH:3]=[C:4]([C:12]2[O:16][N:15]=[C:14]([C:17]3[C:18]([CH3:34])=[C:19]4[C:24](=[CH:25][CH:26]=3)[CH2:23][N:22](C(OC(C)(C)C)=O)[CH2:21][CH2:20]4)[N:13]=2)[CH:5]=[N:6][C:7]=1[O:8][CH:9]([CH3:11])[CH3:10].FC(F)(F)C(O)=O. (6) Given the product [C:26]([O:18][CH:16]1[CH2:15][C:14](=[O:19])[C:13]([C:5]2[CH:6]=[C:7]([O:11][CH3:12])[C:8]([O:9][CH3:10])=[C:3]([O:2][CH3:1])[CH:4]=2)=[CH:17]1)(=[O:28])[CH3:27], predict the reactants needed to synthesize it. The reactants are: [CH3:1][O:2][C:3]1[CH:4]=[C:5]([C:13]2[C:14](=[O:19])[CH2:15][CH:16]([OH:18])[CH:17]=2)[CH:6]=[C:7]([O:11][CH3:12])[C:8]=1[O:9][CH3:10].N1C=CC=CC=1.[C:26](OC(=O)C)(=[O:28])[CH3:27]. (7) Given the product [Cl:1][C:2]1[CH:7]=[CH:6][C:5]([C:8](=[CH:19][N:20]([CH3:22])[CH3:21])[C:9]([C:11]2[CH:16]=[CH:15][N:14]=[CH:13][CH:12]=2)=[O:10])=[CH:4][CH:3]=1, predict the reactants needed to synthesize it. The reactants are: [Cl:1][C:2]1[CH:7]=[CH:6][C:5]([CH2:8][C:9]([C:11]2[CH:16]=[CH:15][N:14]=[CH:13][CH:12]=2)=[O:10])=[CH:4][CH:3]=1.CO[CH:19](OC)[N:20]([CH3:22])[CH3:21].